This data is from Full USPTO retrosynthesis dataset with 1.9M reactions from patents (1976-2016). The task is: Predict the reactants needed to synthesize the given product. (1) Given the product [F:1][C:2]1[CH:3]=[C:4]([CH:7]=[CH:8][C:9]=1[N:11]1[CH:15]=[N:14][CH:13]=[N:12]1)[CH:5]=[O:6], predict the reactants needed to synthesize it. The reactants are: [F:1][C:2]1[CH:3]=[C:4]([CH:7]=[CH:8][C:9]=1F)[CH:5]=[O:6].[NH:11]1[CH:15]=[N:14][CH:13]=[N:12]1.FC1C=CC(C=O)=CC=1OC.N1C=CC=N1. (2) Given the product [Cl:1][C:2]1[N:3]=[C:4]([NH:26][C@@H:24]([CH:20]2[CH2:23][CH2:22][CH2:21]2)[CH3:25])[C:5]2[NH:10][C:9]([C:11]3[CH:16]=[CH:15][CH:14]=[C:13]([CH3:17])[CH:12]=3)=[CH:8][C:6]=2[N:7]=1, predict the reactants needed to synthesize it. The reactants are: [Cl:1][C:2]1[N:3]=[C:4](Cl)[C:5]2[NH:10][C:9]([C:11]3[CH:12]=[C:13]([CH3:17])[CH:14]=[CH:15][CH:16]=3)=[CH:8][C:6]=2[N:7]=1.Cl.[CH:20]1([C@H:24]([NH2:26])[CH3:25])[CH2:23][CH2:22][CH2:21]1.C(N(CC)C(C)C)(C)C.